From a dataset of Forward reaction prediction with 1.9M reactions from USPTO patents (1976-2016). Predict the product of the given reaction. (1) Given the reactants [CH3:1][C:2]1[CH:11]=[CH:10][C:9]2[C:4](=[CH:5][CH:6]=[C:7]3[O:15][CH2:14][C@H:13]([CH2:16]OS(C4C=CC(Br)=CC=4)(=O)=O)[O:12][C:8]3=2)[N:3]=1.[NH:28]1[CH2:33][CH2:32][NH:31][CH2:30][CH2:29]1.C(=O)(O)[O-].[Na+], predict the reaction product. The product is: [CH3:1][C:2]1[CH:11]=[CH:10][C:9]2[C:4](=[CH:5][CH:6]=[C:7]3[O:15][CH2:14][CH:13]([CH2:16][N:28]4[CH2:33][CH2:32][NH:31][CH2:30][CH2:29]4)[O:12][C:8]3=2)[N:3]=1. (2) Given the reactants C1N=CN([C:6]([N:8]2C=N[CH:10]=[CH:9]2)=[O:7])C=1.[N:13]1[CH:18]=[CH:17][CH:16]=[C:15]([CH2:19][OH:20])[CH:14]=1.NCC1[CH:28]=[CH:27][C:26]([CH2:29][OH:30])=[CH:25][CH:24]=1.C(N(CC)CC)C, predict the reaction product. The product is: [N:13]1[CH:18]=[CH:17][CH:16]=[C:15]([CH2:19][O:20][C:6](=[O:7])[NH:8][CH2:9][C:10]2[CH:28]=[CH:27][C:26]([CH2:29][OH:30])=[CH:25][CH:24]=2)[CH:14]=1. (3) The product is: [F:36][C:30]1[C:31]([F:35])=[CH:32][CH:33]=[CH:34][C:29]=1[CH2:28][S:27][C:20]1[N:19]=[C:18]([NH:17][S:14]([N:11]2[CH2:10][CH2:9][NH:8][CH2:13][CH2:12]2)(=[O:16])=[O:15])[CH:23]=[C:22]([O:24][CH2:25][CH3:26])[N:21]=1. Given the reactants CC(OC([N:8]1[CH2:13][CH2:12][N:11]([S:14]([NH:17][C:18]2[CH:23]=[C:22]([O:24][CH2:25][CH3:26])[N:21]=[C:20]([S:27][CH2:28][C:29]3[CH:34]=[CH:33][CH:32]=[C:31]([F:35])[C:30]=3[F:36])[N:19]=2)(=[O:16])=[O:15])[CH2:10][CH2:9]1)=O)(C)C.FC(F)(F)C(O)=O, predict the reaction product. (4) Given the reactants [C:1]1([CH3:14])[CH:6]=[CH:5][CH:4]=[CH:3][C:2]=1[CH:7]1[CH2:12][CH2:11][NH:10][CH2:9][CH:8]1[OH:13].C1(C)[CH:20]=[CH:19][CH:18]=[CH:17][C:16]=1[C@H:21]1[CH2:26][CH2:25][NH:24]C[C@@H]1O.[C:29]([OH:38])(=[O:37])[C@@H:30]([C@H:32]([C:34]([OH:36])=[O:35])[OH:33])[OH:31].[CH2:39]([OH:41])[CH3:40], predict the reaction product. The product is: [C:34]([C@@H:32]([C@H:30]([C:29]([OH:38])=[O:37])[OH:31])[OH:33])([OH:36])=[O:35].[OH:13][C@@H:8]1[C@@H:7]([C:2]2[CH:3]=[CH:4][CH:5]=[CH:6][C:1]=2[CH3:14])[CH2:12][CH2:11][N:10]([CH2:29][C@H:25]2[CH2:24][C@H:39]([OH:41])[C:40]3=[N:20][CH:19]=[CH:18][CH:17]=[C:16]3[CH2:21][CH2:26]2)[CH2:9]1. (5) Given the reactants [NH2:1][C:2]1[C:3]([CH3:17])=[N:4][N:5]([C:8]2[CH:15]=[CH:14][C:11]([C:12]#[N:13])=[C:10]([Cl:16])[CH:9]=2)[C:6]=1[CH3:7].[F:18][C:19]1[CH:27]=[CH:26][C:22]([C:23](Cl)=[O:24])=[CH:21][CH:20]=1, predict the reaction product. The product is: [Cl:16][C:10]1[CH:9]=[C:8]([N:5]2[C:6]([CH3:7])=[C:2]([NH:1][C:23](=[O:24])[C:22]3[CH:26]=[CH:27][C:19]([F:18])=[CH:20][CH:21]=3)[C:3]([CH3:17])=[N:4]2)[CH:15]=[CH:14][C:11]=1[C:12]#[N:13]. (6) Given the reactants [I:1][C:2]1[CH:7]=[CH:6][C:5]([O:8][CH3:9])=[CH:4][C:3]=1[S:10][C:11]1[N:12](CC2C=CC(OC)=CC=2)[C:13]2[CH:18]=[CH:17][N:16]=[C:15]([NH2:19])[C:14]=2[N:20]=1.C(O)(C(F)(F)F)=O.BrC1C=CC(OC)=CC=1SC1NC2C=CN=C(N)C=2N=1, predict the reaction product. The product is: [I:1][C:2]1[CH:7]=[CH:6][C:5]([O:8][CH3:9])=[CH:4][C:3]=1[S:10][C:11]1[NH:12][C:13]2[CH:18]=[CH:17][N:16]=[C:15]([NH2:19])[C:14]=2[N:20]=1. (7) Given the reactants [CH:1]([C@H:4]1[CH2:8][O:7][CH:6]([C:9]2[S:10][CH:11]=[CH:12][CH:13]=2)[NH:5]1)([CH3:3])[CH3:2].Br[CH2:15][C:16]1[CH:21]=[CH:20][C:19]([C:22]2[CH:27]=[CH:26][CH:25]=[CH:24][C:23]=2[C:28]2[N:32]([C:33]([C:46]3[CH:51]=[CH:50][CH:49]=[CH:48][CH:47]=3)([C:40]3[CH:45]=[CH:44][CH:43]=[CH:42][CH:41]=3)[C:34]3[CH:39]=[CH:38][CH:37]=[CH:36][CH:35]=3)[N:31]=[N:30][N:29]=2)=[CH:18][CH:17]=1.C([O-])([O-])=O.[K+].[K+], predict the reaction product. The product is: [C:46]1([C:33]([C:34]2[CH:39]=[CH:38][CH:37]=[CH:36][CH:35]=2)([C:40]2[CH:41]=[CH:42][CH:43]=[CH:44][CH:45]=2)[N:32]2[C:28]([C:23]3[CH:24]=[CH:25][CH:26]=[CH:27][C:22]=3[C:19]3[CH:20]=[CH:21][C:16]([CH2:15][N:5]4[C@@H:4]([CH:1]([CH3:3])[CH3:2])[CH2:8][O:7][CH:6]4[C:9]4[S:10][CH:11]=[CH:12][CH:13]=4)=[CH:17][CH:18]=3)=[N:29][N:30]=[N:31]2)[CH:51]=[CH:50][CH:49]=[CH:48][CH:47]=1. (8) Given the reactants [O:1]1[CH:5]=[CH:4][CH:3]=[C:2]1[CH:6]=[O:7].[OH-].[K+].[N+:10]([CH2:12][C:13]([N:15]1[CH2:19][CH2:18][CH2:17][CH2:16]1)=[O:14])#[C-:11], predict the reaction product. The product is: [O:1]1[CH:5]=[CH:4][CH:3]=[C:2]1[C@@H:6]1[O:7][CH:11]=[N:10][C@H:12]1[C:13]([N:15]1[CH2:19][CH2:18][CH2:17][CH2:16]1)=[O:14].[N:15]1([CH:13]=[O:14])[CH2:19][CH2:18][CH2:17][CH2:16]1.